This data is from Forward reaction prediction with 1.9M reactions from USPTO patents (1976-2016). The task is: Predict the product of the given reaction. (1) Given the reactants C[O:2][C:3]1[CH:8]=[CH:7][C:6]([C:9]2[NH:10][C:11]([NH:14][C:15](=[O:28])[C:16]([CH3:27])([S:18]([CH:21]3[CH2:26][CH2:25][O:24][CH2:23][CH2:22]3)(=[O:20])=[O:19])[CH3:17])=[N:12][N:13]=2)=[CH:5][CH:4]=1.[Br-].[Br-].[Br-].[Al+3], predict the reaction product. The product is: [OH:2][C:3]1[CH:8]=[CH:7][C:6]([C:9]2[NH:10][C:11]([NH:14][C:15](=[O:28])[C:16]([CH3:17])([S:18]([CH:21]3[CH2:22][CH2:23][O:24][CH2:25][CH2:26]3)(=[O:20])=[O:19])[CH3:27])=[N:12][N:13]=2)=[CH:5][CH:4]=1. (2) Given the reactants [Si:1]([O:8][C@@H:9]1[C:13](=[O:14])[CH2:12][N:11]([C:15]([O:17][C:18]([CH3:21])([CH3:20])[CH3:19])=[O:16])[CH2:10]1)([C:4]([CH3:7])([CH3:6])[CH3:5])([CH3:3])[CH3:2].[CH2:22]([Mg]Br)[CH:23]=[CH2:24], predict the reaction product. The product is: [OH:14][C@@:13]1([CH2:24][CH:23]=[CH2:22])[C@@H:9]([O:8][Si:1]([C:4]([CH3:7])([CH3:6])[CH3:5])([CH3:3])[CH3:2])[CH2:10][N:11]([C:15]([O:17][C:18]([CH3:21])([CH3:20])[CH3:19])=[O:16])[CH2:12]1. (3) Given the reactants C(Cl)(=O)C(Cl)=O.CS(C)=O.[CH:11]1([C@@H:17]([N:28]2[CH2:32][C@H:31]([CH2:33][OH:34])[C@@H:30]([C:35]3[CH:40]=[CH:39][CH:38]=[C:37]([F:41])[CH:36]=3)[CH2:29]2)[C:18]([O:20][CH2:21][C:22]2[CH:27]=[CH:26][CH:25]=[CH:24][CH:23]=2)=[O:19])[CH2:16][CH2:15][CH2:14][CH2:13][CH2:12]1, predict the reaction product. The product is: [CH:11]1([C@@H:17]([N:28]2[CH2:32][C@H:31]([CH:33]=[O:34])[C@@H:30]([C:35]3[CH:40]=[CH:39][CH:38]=[C:37]([F:41])[CH:36]=3)[CH2:29]2)[C:18]([O:20][CH2:21][C:22]2[CH:27]=[CH:26][CH:25]=[CH:24][CH:23]=2)=[O:19])[CH2:16][CH2:15][CH2:14][CH2:13][CH2:12]1. (4) Given the reactants Cl.[CH3:2][N:3]([CH3:11])[C:4](=[O:10])[CH2:5][CH2:6][C:7](O)=[O:8].[CH2:12]([C@H:19]1[CH2:23][NH:22][C@H:21]([C:24]([NH:26][C:27]2[CH:32]=[CH:31][C:30]([O:33][C:34]3[CH:39]=[CH:38][C:37]([F:40])=[CH:36][CH:35]=3)=[CH:29][CH:28]=2)=[O:25])[CH2:20]1)[C:13]1[CH:18]=[CH:17][CH:16]=[CH:15][CH:14]=1, predict the reaction product. The product is: [CH2:12]([C@H:19]1[CH2:23][N:22]([C:7](=[O:8])[CH2:6][CH2:5][C:4]([N:3]([CH3:11])[CH3:2])=[O:10])[C@H:21]([C:24]([NH:26][C:27]2[CH:32]=[CH:31][C:30]([O:33][C:34]3[CH:35]=[CH:36][C:37]([F:40])=[CH:38][CH:39]=3)=[CH:29][CH:28]=2)=[O:25])[CH2:20]1)[C:13]1[CH:14]=[CH:15][CH:16]=[CH:17][CH:18]=1. (5) Given the reactants Br[C:2]1[CH:33]=[CH:32][C:5]([CH2:6][N:7]([C:21]2[C:26]([Cl:27])=[CH:25][C:24]([C:28]([F:31])([F:30])[F:29])=[CH:23][N:22]=2)[S:8]([C:11]2[CH:20]=[CH:19][C:14]([C:15]([O:17]C)=[O:16])=[CH:13][CH:12]=2)(=[O:10])=[O:9])=[CH:4][CH:3]=1.[CH3:34][N:35]1[CH:39]=[C:38](B2OC(C)(C)C(C)(C)O2)[CH:37]=[N:36]1, predict the reaction product. The product is: [Cl:27][C:26]1[C:21]([N:7]([CH2:6][C:5]2[CH:32]=[CH:33][C:2]([C:38]3[CH:37]=[N:36][N:35]([CH3:34])[CH:39]=3)=[CH:3][CH:4]=2)[S:8]([C:11]2[CH:20]=[CH:19][C:14]([C:15]([OH:17])=[O:16])=[CH:13][CH:12]=2)(=[O:9])=[O:10])=[N:22][CH:23]=[C:24]([C:28]([F:31])([F:29])[F:30])[CH:25]=1. (6) Given the reactants C(OC([N:8]1[CH2:13][CH2:12][CH2:11][C@@H:10]([O:14][C:15]([NH2:17])=[O:16])[CH2:9]1)=O)(C)(C)C.[ClH:18], predict the reaction product. The product is: [ClH:18].[NH2:17][C:15]([O:14][C@@H:10]1[CH2:11][CH2:12][CH2:13][NH:8][CH2:9]1)=[O:16]. (7) The product is: [Cl:10][C:4]1[C:3]([CH2:2][S:18][C:16]2[N:15]=[C:14]([OH:19])[CH:13]=[C:12]([CH3:11])[N:17]=2)=[C:8]([Cl:9])[CH:7]=[CH:6][N:5]=1. Given the reactants Br[CH2:2][C:3]1[C:4]([Cl:10])=[N:5][CH:6]=[CH:7][C:8]=1[Cl:9].[CH3:11][C:12]1[N:17]=[C:16]([SH:18])[N:15]=[C:14]([OH:19])[CH:13]=1.C(N(CC)CC)C, predict the reaction product.